This data is from Peptide-MHC class I binding affinity with 185,985 pairs from IEDB/IMGT. The task is: Regression. Given a peptide amino acid sequence and an MHC pseudo amino acid sequence, predict their binding affinity value. This is MHC class I binding data. (1) The peptide sequence is PYRVVVLSF. The MHC is HLA-A26:01 with pseudo-sequence HLA-A26:01. The binding affinity (normalized) is 0.358. (2) The peptide sequence is YQNEVTPEY. The MHC is HLA-A02:01 with pseudo-sequence HLA-A02:01. The binding affinity (normalized) is 0.0847.